From a dataset of Full USPTO retrosynthesis dataset with 1.9M reactions from patents (1976-2016). Predict the reactants needed to synthesize the given product. Given the product [CH3:15][O:14][C:12](=[O:13])[CH2:11][CH2:10][C:4]1[CH:3]=[C:2]([Br:1])[C:7]([O:8][CH2:19][C:18]2[CH:21]=[CH:22][CH:23]=[CH:24][C:17]=2[I:16])=[C:6]([Br:9])[CH:5]=1, predict the reactants needed to synthesize it. The reactants are: [Br:1][C:2]1[CH:3]=[C:4]([CH2:10][CH2:11][C:12]([O:14][CH3:15])=[O:13])[CH:5]=[C:6]([Br:9])[C:7]=1[OH:8].[I:16][C:17]1[CH:24]=[CH:23][CH:22]=[CH:21][C:18]=1[CH2:19]Br.